Dataset: Full USPTO retrosynthesis dataset with 1.9M reactions from patents (1976-2016). Task: Predict the reactants needed to synthesize the given product. Given the product [F:21][C:2]([F:1])([F:20])[C:3]1[C:11]([C:12]#[N:13])=[CH:10][CH:9]=[C:8]2[C:4]=1[CH:5]=[C:6]([CH2:14][CH2:15][C:16]([F:19])([F:18])[F:17])[N:7]2[CH2:29][C:30]1[N:34]=[C:33]([C:35]2[CH:40]=[CH:39][CH:38]=[C:37]([C:41]([F:44])([F:42])[F:43])[CH:36]=2)[O:32][N:31]=1, predict the reactants needed to synthesize it. The reactants are: [F:1][C:2]([F:21])([F:20])[C:3]1[C:11]([C:12]#[N:13])=[CH:10][CH:9]=[C:8]2[C:4]=1[CH:5]=[C:6]([CH2:14][CH2:15][C:16]([F:19])([F:18])[F:17])[NH:7]2.C([O-])([O-])=O.[Cs+].[Cs+].Cl[CH2:29][C:30]1[N:34]=[C:33]([C:35]2[CH:40]=[CH:39][CH:38]=[C:37]([C:41]([F:44])([F:43])[F:42])[CH:36]=2)[O:32][N:31]=1.